From a dataset of Forward reaction prediction with 1.9M reactions from USPTO patents (1976-2016). Predict the product of the given reaction. (1) Given the reactants C1C(=O)N([Br:8])C(=O)C1.[CH:9]([Si:12]([CH:21]([CH3:23])[CH3:22])([CH:18]([CH3:20])[CH3:19])[N:13]1[CH:17]=[CH:16][CH:15]=[CH:14]1)([CH3:11])[CH3:10].N1C=CC=CC=1.CCCCCC, predict the reaction product. The product is: [Br:8][C:15]1[CH:16]=[CH:17][N:13]([Si:12]([CH:9]([CH3:11])[CH3:10])([CH:18]([CH3:20])[CH3:19])[CH:21]([CH3:23])[CH3:22])[CH:14]=1. (2) Given the reactants C(S(N1CCC(C2[C:20]3[C:15](=[C:16]([C:33](N)=O)[CH:17]=C(C4SC(CNCC(C)CC)=CC=4)C=3)[NH:14]C=2)CC1)(=O)=O)C.[CH:36]([C:38]1[S:42][C:41]([B:43]([OH:45])[OH:44])=[CH:40][CH:39]=1)=O.C[C@@H](N)C(C)C.[BH3-]C#N.[Na+], predict the reaction product. The product is: [CH3:20][C@@H:15]([NH:14][CH2:36][C:38]1[S:42][C:41]([B:43]([OH:45])[OH:44])=[CH:40][CH:39]=1)[CH:16]([CH3:33])[CH3:17].